This data is from Retrosynthesis with 50K atom-mapped reactions and 10 reaction types from USPTO. The task is: Predict the reactants needed to synthesize the given product. Given the product O=C(O)c1cncc2cccc(Cl)c12, predict the reactants needed to synthesize it. The reactants are: COC(=O)c1cncc2cccc(Cl)c12.